Dataset: Reaction yield outcomes from USPTO patents with 853,638 reactions. Task: Predict the reaction yield, written as a fraction of the theoretical maximum amount of product (1.0 means a 100% yield; for example, 0.34 means a 34% yield). (1) The reactants are [C:1]([O:5][C:6]([N:8]1[CH2:12][CH2:11][CH2:10][C@@H:9]1[CH2:13][O:14][C:15]1[CH:20]=[CH:19][C:18]([OH:21])=[CH:17][CH:16]=1)=[O:7])([CH3:4])([CH3:3])[CH3:2].[Cl:22][C:23]1[C:31]([CH2:32]Cl)=[CH:30][C:26]2[O:27][CH2:28][O:29][C:25]=2[CH:24]=1. No catalyst specified. The product is [C:1]([O:5][C:6]([N:8]1[CH2:12][CH2:11][CH2:10][C@@H:9]1[CH2:13][O:14][C:15]1[CH:20]=[CH:19][C:18]([O:21][CH2:32][C:31]2[C:23]([Cl:22])=[CH:24][C:25]3[O:29][CH2:28][O:27][C:26]=3[CH:30]=2)=[CH:17][CH:16]=1)=[O:7])([CH3:4])([CH3:2])[CH3:3]. The yield is 0.400. (2) The reactants are [CH3:1][O:2][C:3]([C:5]1[S:6][C:7]([NH2:20])=[C:8]([S:10]([C:13]2[CH:18]=[CH:17][CH:16]=[C:15](Br)[CH:14]=2)(=[O:12])=[O:11])[CH:9]=1)=[O:4].[CH:21]([C:23]1[CH:24]=[C:25](B(O)O)[CH:26]=[CH:27][CH:28]=1)=[O:22].C([O-])([O-])=O.[Na+].[Na+].C(O)C. The catalyst is C1C=CC([P]([Pd]([P](C2C=CC=CC=2)(C2C=CC=CC=2)C2C=CC=CC=2)([P](C2C=CC=CC=2)(C2C=CC=CC=2)C2C=CC=CC=2)[P](C2C=CC=CC=2)(C2C=CC=CC=2)C2C=CC=CC=2)(C2C=CC=CC=2)C2C=CC=CC=2)=CC=1.C1(C)C=CC=CC=1. The product is [CH3:1][O:2][C:3]([C:5]1[S:6][C:7]([NH2:20])=[C:8]([S:10]([C:13]2[CH:14]=[C:15]([C:27]3[CH:26]=[CH:25][CH:24]=[C:23]([CH:21]=[O:22])[CH:28]=3)[CH:16]=[CH:17][CH:18]=2)(=[O:12])=[O:11])[CH:9]=1)=[O:4]. The yield is 0.400. (3) The reactants are [O:1]=[C:2]1[C:7]([CH2:8][C:9]2[CH:14]=[CH:13][C:12]([C:15]3[C:16]([C:21]#[N:22])=[CH:17][CH:18]=[CH:19][CH:20]=3)=[CH:11][CH:10]=2)=[C:6]([CH2:23][CH2:24][CH3:25])[N:5]2[N:26]=[CH:27][N:28]=[C:4]2[NH:3]1.Br[CH2:30][CH:31]1[CH2:33][CH2:32]1.C(=O)([O-])[O-].[K+].[K+].CN(C)C(=O)C. The catalyst is C(OCC)(=O)C. The product is [CH:31]1([CH2:30][N:3]2[C:2](=[O:1])[C:7]([CH2:8][C:9]3[CH:10]=[CH:11][C:12]([C:15]4[C:16]([C:21]#[N:22])=[CH:17][CH:18]=[CH:19][CH:20]=4)=[CH:13][CH:14]=3)=[C:6]([CH2:23][CH2:24][CH3:25])[N:5]3[N:26]=[CH:27][N:28]=[C:4]23)[CH2:33][CH2:32]1. The yield is 0.930. (4) The reactants are [F:1][C:2]1[CH:7]=[C:6]([NH:8][NH2:9])[CH:5]=[CH:4][C:3]=1[S:10]([NH2:13])(=[O:12])=[O:11].Cl.[Cl:15][C:16]1[CH:17]=[C:18]([C:23](=O)[CH2:24][C:25](=O)[CH:26]([F:28])[F:27])[CH:19]=[CH:20][C:21]=1[CH3:22].O. The catalyst is C(O)C. The product is [Cl:15][C:16]1[CH:17]=[C:18]([C:23]2[N:8]([C:6]3[CH:5]=[CH:4][C:3]([S:10]([NH2:13])(=[O:11])=[O:12])=[C:2]([F:1])[CH:7]=3)[N:9]=[C:25]([CH:26]([F:27])[F:28])[CH:24]=2)[CH:19]=[CH:20][C:21]=1[CH3:22]. The yield is 0.530. (5) The reactants are F[C:2]1[CH:3]=[C:4]([CH:14]=[CH:15][C:16]=1[N+:17]([O-:19])=[O:18])[O:5][CH2:6][C:7]1[CH:12]=[CH:11][C:10]([CH3:13])=[CH:9][N:8]=1.[Br:20][C:21]1[CH:28]=[CH:27][C:24]([CH2:25][NH2:26])=[CH:23][CH:22]=1.CCN(C(C)C)C(C)C. The catalyst is C(#N)C. The product is [Br:20][C:21]1[CH:28]=[CH:27][C:24]([CH2:25][NH:26][C:2]2[CH:3]=[C:4]([O:5][CH2:6][C:7]3[CH:12]=[CH:11][C:10]([CH3:13])=[CH:9][N:8]=3)[CH:14]=[CH:15][C:16]=2[N+:17]([O-:19])=[O:18])=[CH:23][CH:22]=1. The yield is 0.710. (6) The reactants are [Cl:1][C:2]1[CH:3]=[C:4]([CH:9]=[C:10]([O:13][CH:14]([CH3:16])[CH3:15])[C:11]=1[OH:12])[C:5]([O:7][CH3:8])=[O:6].[CH3:17]I. No catalyst specified. The product is [Cl:1][C:2]1[CH:3]=[C:4]([CH:9]=[C:10]([O:13][CH:14]([CH3:16])[CH3:15])[C:11]=1[O:12][CH3:17])[C:5]([O:7][CH3:8])=[O:6]. The yield is 0.950.